This data is from Full USPTO retrosynthesis dataset with 1.9M reactions from patents (1976-2016). The task is: Predict the reactants needed to synthesize the given product. (1) Given the product [Cl:1][C:2]1[CH:7]=[CH:6][C:5]([NH:8][C:9]([NH:11][CH2:12][CH:13]2[O:18][CH2:17][CH2:16][N:15]([CH2:20][C:21]#[N:22])[CH2:14]2)=[O:10])=[CH:4][CH:3]=1, predict the reactants needed to synthesize it. The reactants are: [Cl:1][C:2]1[CH:7]=[CH:6][C:5]([NH:8][C:9]([NH:11][CH2:12][CH:13]2[O:18][CH2:17][CH2:16][NH:15][CH2:14]2)=[O:10])=[CH:4][CH:3]=1.Br[CH2:20][C:21]#[N:22]. (2) Given the product [C:11]([C:9]1[CH:8]=[C:7]([C:15]2[CH:23]=[CH:22][CH:21]=[C:20]3[C:16]=2[CH2:17][CH:18]([CH2:25][C:26]2([CH3:32])[CH2:31][CH2:30][CH2:29][CH2:28][CH2:27]2)[C:19]3=[O:24])[CH:6]=[C:5]([C:1]([CH3:4])([CH3:3])[CH3:2])[CH:10]=1)([CH3:12])([CH3:13])[CH3:14], predict the reactants needed to synthesize it. The reactants are: [C:1]([C:5]1[CH:6]=[C:7]([C:15]2[CH:23]=[CH:22][CH:21]=[C:20]3[C:16]=2[CH2:17][C:18](=[CH:25][C:26]2([CH3:32])[CH2:31][CH2:30][CH2:29][CH2:28][CH2:27]2)[C:19]3=[O:24])[CH:8]=[C:9]([C:11]([CH3:14])([CH3:13])[CH3:12])[CH:10]=1)([CH3:4])([CH3:3])[CH3:2]. (3) Given the product [CH2:1]([O:15][C:10]1[CH:11]=[CH:12][CH:13]=[CH:14][C:9]=1[CH2:6][CH:7]=[CH2:8])[CH:3]1[O:5][CH2:4]1, predict the reactants needed to synthesize it. The reactants are: [CH2:1]([CH:3]1[O:5][CH2:4]1)Cl.[CH2:6]([C:9]1[CH:14]=[CH:13][CH:12]=[CH:11][C:10]=1[OH:15])[CH:7]=[CH2:8].[OH-].[Na+]. (4) Given the product [NH2:8][C:16]1[N:17]=[CH:18][C:19]([C:43]2[CH:48]=[CH:47][C:46](=[O:49])[N:45]([CH:50]([CH:52]3[CH2:54][CH2:53]3)[CH3:51])[CH:44]=2)=[N:20][C:21]=1[C:22]1[O:26][N:25]=[C:24]([C:27]2[CH:32]=[CH:31][CH:30]=[C:29]([CH:33]([NH2:35])[CH3:34])[CH:28]=2)[CH:23]=1, predict the reactants needed to synthesize it. The reactants are: C(OC([N:8]([C:16]1[C:21]([C:22]2[O:26][N:25]=[C:24]([C:27]3[CH:32]=[CH:31][CH:30]=[C:29]([CH:33]([NH:35]C(OC(C)(C)C)=O)[CH3:34])[CH:28]=3)[CH:23]=2)=[N:20][C:19]([C:43]2[CH:48]=[CH:47][C:46](=[O:49])[N:45]([CH:50]([CH:52]3[CH2:54][CH2:53]3)[CH3:51])[CH:44]=2)=[CH:18][N:17]=1)C(=O)OC(C)(C)C)=O)(C)(C)C.Cl. (5) Given the product [CH3:36][C:35]1[CH:34]=[CH:33][C:32]([C:37]2[N:41]=[C:40]([CH:42]3[CH2:43][N:44]([C:46]([O:48][CH3:49])=[O:47])[CH2:45]3)[O:39][N:38]=2)=[CH:31][C:30]=1[NH:29][C:14]([C:11]1[N:8]2[CH:9]=[CH:10][C:5]([CH2:4][CH2:3][C:2](=[O:1])[CH3:17])=[CH:6][C:7]2=[N:13][CH:12]=1)=[O:16], predict the reactants needed to synthesize it. The reactants are: [O:1]=[C:2]([CH3:17])[CH2:3][CH2:4][C:5]1[CH:10]=[CH:9][N:8]2[C:11]([C:14]([OH:16])=O)=[CH:12][N:13]=[C:7]2[CH:6]=1.C(Cl)(=O)C(Cl)=O.CN(C)C=O.[NH2:29][C:30]1[CH:31]=[C:32]([C:37]2[N:41]=[C:40]([CH:42]3[CH2:45][N:44]([C:46]([O:48][CH3:49])=[O:47])[CH2:43]3)[O:39][N:38]=2)[CH:33]=[CH:34][C:35]=1[CH3:36]. (6) The reactants are: [Cl:1][C:2]1[CH:3]=[C:4]2[C:12](=[O:13])[C:11]3[CH:14]=[C:15]([CH:18]=[CH2:19])[CH:16]=[CH:17][C:10]=3[CH:9]=[CH:8][C:5]2=[N:6][CH:7]=1.BrN1C(=[O:26])CCC1=O.CC([O-])(C)C.[K+]. Given the product [Cl:1][C:2]1[CH:3]=[C:4]2[C:12](=[O:13])[C:11]3[CH:14]=[C:15]([CH:18]4[CH2:19][O:26]4)[CH:16]=[CH:17][C:10]=3[CH:9]=[CH:8][C:5]2=[N:6][CH:7]=1, predict the reactants needed to synthesize it. (7) Given the product [F:1][C:2]1[CH:3]=[C:4]([CH:22]=[CH:23][CH:24]=1)[CH2:5][NH:6][C:7]([C:9]1[S:13][C:12]([N:14]2[CH2:19][CH2:18][CH2:17][CH:16]([CH2:26][C:27]3[CH:32]=[CH:31][C:30]([F:33])=[CH:29][CH:28]=3)[C:15]2=[O:20])=[N:11][C:10]=1[CH3:21])=[O:8], predict the reactants needed to synthesize it. The reactants are: [F:1][C:2]1[CH:3]=[C:4]([CH:22]=[CH:23][CH:24]=1)[CH2:5][NH:6][C:7]([C:9]1[S:13][C:12]([N:14]2[CH2:19][CH2:18][CH2:17][CH2:16][C:15]2=[O:20])=[N:11][C:10]=1[CH3:21])=[O:8].Br[CH2:26][C:27]1[CH:32]=[CH:31][C:30]([F:33])=[CH:29][CH:28]=1. (8) The reactants are: [F:1][C:2]1[C:3]([CH3:10])=[C:4]([NH:8]N)[CH:5]=[CH:6][CH:7]=1.[C:11]([O:16][CH2:17][CH3:18])(=[O:15])[C:12]([CH3:14])=O.C1(C)C=CC(S(O)(=O)=O)=CC=1.C(=O)([O-])O.[Na+]. Given the product [CH2:17]([O:16][C:11]([C:12]1[NH:8][C:4]2[C:5]([CH:14]=1)=[CH:6][CH:7]=[C:2]([F:1])[C:3]=2[CH3:10])=[O:15])[CH3:18], predict the reactants needed to synthesize it.